Dataset: Catalyst prediction with 721,799 reactions and 888 catalyst types from USPTO. Task: Predict which catalyst facilitates the given reaction. (1) Reactant: C(OC([NH:8][NH:9][C:10]([C:12]1[CH:13]=[CH:14][C:15]([CH3:31])=[C:16]([C:18]2[CH:23]=[CH:22][C:21]([C:24]([NH:26][CH2:27][CH:28]3[CH2:30][CH2:29]3)=[O:25])=[CH:20][CH:19]=2)[CH:17]=1)=[O:11])=O)(C)(C)C. Product: [CH:28]1([CH2:27][NH:26][C:24]([C:21]2[CH:20]=[CH:19][C:18]([C:16]3[CH:17]=[C:12]([C:10]([NH:9][NH2:8])=[O:11])[CH:13]=[CH:14][C:15]=3[CH3:31])=[CH:23][CH:22]=2)=[O:25])[CH2:30][CH2:29]1. The catalyst class is: 55. (2) Reactant: FC1C=C([C:12]2[N:17]=[C:16]3[N:18]([CH2:21][C:22]4[CH:23]=[C:24]5[C:29](=[CH:30][CH:31]=4)[N:28]=[CH:27][CH:26]=[CH:25]5)[N:19]=[N:20][C:15]3=[CH:14][CH:13]=2)C=CC=1C(NC)=O.[OH:32][C@@H:33]1[CH2:37][CH2:36][NH:35][CH2:34]1.[F-].[Cs+]. Product: [N:28]1[C:29]2[C:24](=[CH:23][C:22]([CH2:21][N:18]3[C:16]4=[N:17][C:12]([N:35]5[CH2:36][CH2:37][C@@H:33]([OH:32])[CH2:34]5)=[CH:13][CH:14]=[C:15]4[N:20]=[N:19]3)=[CH:31][CH:30]=2)[CH:25]=[CH:26][CH:27]=1. The catalyst class is: 3. (3) Reactant: [NH2:1][C:2]1[CH:3]=[C:4]2[C:9](=[C:10]([C:12]([F:15])([F:14])[F:13])[CH:11]=1)[N:8]=[CH:7][C:6]([C:16]#[N:17])=[C:5]2[NH:18][C:19]1[CH:24]=[CH:23][C:22]([F:25])=[C:21]([Cl:26])[CH:20]=1.[F:27][C:28]1[CH:35]=[CH:34][CH:33]=[CH:32][C:29]=1[CH:30]=O.[BH3-]C#N.[Na+]. Product: [Cl:26][C:21]1[CH:20]=[C:19]([NH:18][C:5]2[C:4]3[C:9](=[C:10]([C:12]([F:13])([F:14])[F:15])[CH:11]=[C:2]([NH:1][CH2:30][C:29]4[CH:32]=[CH:33][CH:34]=[CH:35][C:28]=4[F:27])[CH:3]=3)[N:8]=[CH:7][C:6]=2[C:16]#[N:17])[CH:24]=[CH:23][C:22]=1[F:25]. The catalyst class is: 14. (4) Reactant: [NH2:1][CH2:2][C:3]1[CH:8]=[CH:7][C:6]([OH:9])=[CH:5][CH:4]=1.CCN(C(C)C)C(C)C.Cl[C:20]1[N:25]=[C:24]([O:26][CH2:27][C:28]([F:31])([F:30])[F:29])[N:23]=[C:22]([NH:32][C:33]2[CH:42]=[CH:41][C:36]([C:37]([O:39][CH3:40])=[O:38])=[CH:35][CH:34]=2)[N:21]=1.CCOC(C)=O. Product: [OH:9][C:6]1[CH:7]=[CH:8][C:3]([CH2:2][NH:1][C:20]2[N:25]=[C:24]([O:26][CH2:27][C:28]([F:31])([F:29])[F:30])[N:23]=[C:22]([NH:32][C:33]3[CH:42]=[CH:41][C:36]([C:37]([O:39][CH3:40])=[O:38])=[CH:35][CH:34]=3)[N:21]=2)=[CH:4][CH:5]=1. The catalyst class is: 1. (5) Reactant: CC1(C)C(C)(C)OB([C:9]2[CH:29]=[CH:28][C:12]([C:13]([N:15]3[CH2:20][CH2:19][N:18]([C:21]([O:23][C:24]([CH3:27])([CH3:26])[CH3:25])=[O:22])[CH2:17][CH2:16]3)=[O:14])=[CH:11][CH:10]=2)O1.Br[C:32]1[NH:36][C:35]2[CH:37]=[CH:38][CH:39]=[CH:40][C:34]=2[N:33]=1.C(=O)([O-])[O-].[Na+].[Na+]. Product: [NH:33]1[C:34]2[CH:40]=[CH:39][CH:38]=[CH:37][C:35]=2[N:36]=[C:32]1[C:9]1[CH:29]=[CH:28][C:12]([C:13]([N:15]2[CH2:16][CH2:17][N:18]([C:21]([O:23][C:24]([CH3:25])([CH3:27])[CH3:26])=[O:22])[CH2:19][CH2:20]2)=[O:14])=[CH:11][CH:10]=1. The catalyst class is: 70. (6) Reactant: COC1C=CC(C[N:8](CC2C=CC(OC)=CC=2)[C:9]2[CH:10]=[C:11]([CH:16]([C:25]3([CH3:28])[CH2:27][CH2:26]3)[CH2:17][C:18]([O:20][C:21]([CH3:24])([CH3:23])[CH3:22])=[O:19])[CH:12]=[CH:13][C:14]=2[Cl:15])=CC=1.ClC1C(=O)C(C#N)=C(C#N)C(=O)C=1Cl.C(=O)(O)[O-].[Na+]. Product: [NH2:8][C:9]1[CH:10]=[C:11]([CH:16]([C:25]2([CH3:28])[CH2:26][CH2:27]2)[CH2:17][C:18]([O:20][C:21]([CH3:23])([CH3:24])[CH3:22])=[O:19])[CH:12]=[CH:13][C:14]=1[Cl:15]. The catalyst class is: 46. (7) Reactant: [CH2:1]([Mg]Br)[CH3:2].[C:5]([CH:7]([CH:14]=[CH2:15])[CH2:8][C:9]([O:11]CC)=O)#[N:6].O. Product: [CH:14]([CH:7]1[C:5]2([CH2:2][CH2:1]2)[NH:6][C:9](=[O:11])[CH2:8]1)=[CH2:15]. The catalyst class is: 27. (8) Reactant: Cl[Sn]Cl.[CH3:4][C:5]1([CH3:45])[N:9]([CH2:10][CH2:11][CH2:12][CH2:13][CH2:14][CH2:15][CH2:16][CH2:17][CH2:18][S:19][CH2:20][CH2:21][CH2:22][C:23]([F:29])([F:28])[C:24]([F:27])([F:26])[F:25])[C:8](=[O:30])[N:7]([C:31]2[CH:36]=[CH:35][C:34]([N+:37]([O-])=O)=[C:33]([C:40]([F:43])([F:42])[F:41])[CH:32]=2)[C:6]1=[O:44].C([O-])(O)=O.[Na+]. Product: [NH2:37][C:34]1[CH:35]=[CH:36][C:31]([N:7]2[C:6](=[O:44])[C:5]([CH3:45])([CH3:4])[N:9]([CH2:10][CH2:11][CH2:12][CH2:13][CH2:14][CH2:15][CH2:16][CH2:17][CH2:18][S:19][CH2:20][CH2:21][CH2:22][C:23]([F:28])([F:29])[C:24]([F:25])([F:26])[F:27])[C:8]2=[O:30])=[CH:32][C:33]=1[C:40]([F:43])([F:42])[F:41]. The catalyst class is: 25. (9) Reactant: [Cl:1][C:2]1[CH:3]=[C:4]([CH:11]=[C:12]([Cl:26])[C:13]=1[O:14][C:15]1[CH:20]=[CH:19][C:18]([O:21]C)=[C:17]([CH:23]([CH3:25])[CH3:24])[CH:16]=1)[CH2:5][C:6]1[NH:10][N:9]=[N:8][N:7]=1.B(F)(F)F.S(C)C. Product: [Cl:1][C:2]1[CH:3]=[C:4]([CH:11]=[C:12]([Cl:26])[C:13]=1[O:14][C:15]1[CH:20]=[CH:19][C:18]([OH:21])=[C:17]([CH:23]([CH3:24])[CH3:25])[CH:16]=1)[CH2:5][C:6]1[NH:10][N:9]=[N:8][N:7]=1. The catalyst class is: 2.